The task is: Predict the reaction yield, written as a fraction of the theoretical maximum amount of product (1.0 means a 100% yield; for example, 0.34 means a 34% yield).. This data is from Reaction yield outcomes from USPTO patents with 853,638 reactions. (1) The reactants are C(=O)([O-])[O-].[Na+].[Na+].[Cl:7][CH2:8][C:9]([CH2:11]Cl)=[CH2:10].[C:13]([C:16]1[CH:17]=[CH:18][C:19]([OH:24])=[C:20]([CH:23]=1)[CH:21]=[O:22])(=[O:15])[CH3:14].Cl. The catalyst is [I-].C([N+](CCCC)(CCCC)CCCC)CCC.CN(C)C=O.O. The product is [C:13]([C:16]1[CH:17]=[CH:18][C:19]([O:24][CH2:11][C:9]([CH2:8][Cl:7])=[CH2:10])=[C:20]([CH:23]=1)[CH:21]=[O:22])(=[O:15])[CH3:14]. The yield is 0.520. (2) The reactants are [OH:1][CH2:2][CH:3]1[CH2:8][CH2:7][N:6]([C:9]([O:11][C:12]([CH3:15])([CH3:14])[CH3:13])=[O:10])[CH2:5][CH2:4]1.O[N:17]1[C:25](=[O:26])[C:24]2[C:19](=[CH:20][CH:21]=[CH:22][CH:23]=2)[C:18]1=[O:27]. No catalyst specified. The product is [O:27]=[C:18]1[C:19]2[C:24](=[CH:23][CH:22]=[CH:21][CH:20]=2)[C:25](=[O:26])[N:17]1[O:1][CH2:2][CH:3]1[CH2:8][CH2:7][N:6]([C:9]([O:11][C:12]([CH3:15])([CH3:14])[CH3:13])=[O:10])[CH2:5][CH2:4]1. The yield is 0.800. (3) The reactants are [C:1]([O:5][C:6]([NH:8][C:9]1[C:17]2[C:12](=[CH:13][N:14]=[CH:15][CH:16]=2)[O:11][C:10]=1[C:18]([OH:20])=O)=[O:7])([CH3:4])([CH3:3])[CH3:2].Cl.[CH3:22][NH:23][O:24][CH3:25]. No catalyst specified. The product is [CH3:25][O:24][N:23]([CH3:22])[C:18]([C:10]1[O:11][C:12]2=[CH:13][N:14]=[CH:15][CH:16]=[C:17]2[C:9]=1[NH:8][C:6](=[O:7])[O:5][C:1]([CH3:2])([CH3:3])[CH3:4])=[O:20]. The yield is 0.520. (4) No catalyst specified. The reactants are C(NC(C)C)(C)C.C([Li])CCC.[O:13]=[C:14]1[CH2:19][CH2:18][N:17]([C:20]([O:22][C:23]([CH3:26])([CH3:25])[CH3:24])=[O:21])[CH2:16][CH2:15]1.[F:27][C:28]([F:47])([F:46])S(N(C1C=CC=CN=1)S([C:28]([F:47])([F:46])[F:27])(=O)=O)(=O)=O.C1C[O:51][CH2:50]C1. The product is [F:27][C:28]([F:47])([F:46])[C:50]([O:13][C:14]1[CH2:19][CH2:18][N:17]([C:20]([O:22][C:23]([CH3:26])([CH3:25])[CH3:24])=[O:21])[CH2:16][CH:15]=1)=[O:51]. The yield is 0.740. (5) The reactants are O1CCO[CH:2]1[CH2:6][CH2:7][C:8]1[CH:13]=[N:12][C:11]2[N:14]([S:17]([C:20]3[CH:26]=[CH:25][C:23]([CH3:24])=[CH:22][CH:21]=3)(=[O:19])=[O:18])[CH:15]=[CH:16][C:10]=2[C:9]=1[NH:27][CH:28]1[CH2:33][CH2:32][CH2:31][CH2:30][CH2:29]1.Cl.[BH4-].[Na+]. The catalyst is CCO. The product is [CH:28]1([N:27]2[C:9]3[C:8](=[CH:13][N:12]=[C:11]4[N:14]([S:17]([C:20]5[CH:21]=[CH:22][C:23]([CH3:24])=[CH:25][CH:26]=5)(=[O:19])=[O:18])[CH:15]=[CH:16][C:10]4=3)[CH2:7][CH2:6][CH2:2]2)[CH2:33][CH2:32][CH2:31][CH2:30][CH2:29]1. The yield is 0.750. (6) The reactants are [F:1][C:2]([F:18])([F:17])[C:3]1[O:7][N:6]=[C:5]([C:8]2[S:12][C:11]([C:13]([OH:15])=O)=[CH:10][CH:9]=2)[C:4]=1[CH3:16].CC1C(C2SC(C(N3CCC[C@@H](NC(=O)C)C3)=O)=CC=2)=NOC=1C(F)(F)F.[CH3:46][N:47]([CH2:55][C@@H:56]1[CH2:61][CH2:60][CH2:59][NH:58][CH2:57]1)C(=O)OC(C)(C)C.[ClH:62]. The catalyst is O1CCOCC1.C(N(CC)CC)C.C1COCC1. The product is [ClH:62].[CH3:46][NH:47][CH2:55][C@@H:56]1[CH2:61][CH2:60][CH2:59][N:58]([C:13]([C:11]2[S:12][C:8]([C:5]3[C:4]([CH3:16])=[C:3]([C:2]([F:1])([F:18])[F:17])[O:7][N:6]=3)=[CH:9][CH:10]=2)=[O:15])[CH2:57]1. The yield is 0.880. (7) The reactants are [C:1]([O:5][C:6]([N:8]1[CH2:13][CH2:12][N:11]([C:14]2[CH:15]=[C:16]3[C:20](=[CH:21][CH:22]=2)[N:19]([S:23]([C:26]2[CH:31]=[CH:30][CH:29]=[CH:28][CH:27]=2)(=[O:25])=[O:24])[CH:18]=[C:17]3I)[CH:10]([CH2:33][C:34]2[CH:39]=[CH:38][CH:37]=[CH:36][CH:35]=2)[CH2:9]1)=[O:7])([CH3:4])([CH3:3])[CH3:2].[C:40]([Cu])#[N:41]. The catalyst is O1CCOCC1.C1(P(C2C=CC=CC=2)[C-]2C=CC=C2)C=CC=CC=1.[C-]1(P(C2C=CC=CC=2)C2C=CC=CC=2)C=CC=C1.[Fe+2]. The product is [C:1]([O:5][C:6]([N:8]1[CH2:13][CH2:12][N:11]([C:14]2[CH:15]=[C:16]3[C:20](=[CH:21][CH:22]=2)[N:19]([S:23]([C:26]2[CH:31]=[CH:30][CH:29]=[CH:28][CH:27]=2)(=[O:25])=[O:24])[CH:18]=[C:17]3[C:40]#[N:41])[CH:10]([CH2:33][C:34]2[CH:39]=[CH:38][CH:37]=[CH:36][CH:35]=2)[CH2:9]1)=[O:7])([CH3:4])([CH3:3])[CH3:2]. The yield is 0.970. (8) The reactants are [Br:1][C:2]1[C:3](=[O:26])[N:4]([CH2:18][CH2:19][C:20]2[CH:25]=[CH:24][CH:23]=[CH:22][CH:21]=2)[C:5]([C:9]2[CH:14]=[CH:13][CH:12]=[C:11]([F:15])[C:10]=2[O:16]C)=[N:6][C:7]=1[CH3:8].B(Br)(Br)Br. The catalyst is ClCCl.C([O-])(O)=O.[Na+]. The product is [Br:1][C:2]1[C:3](=[O:26])[N:4]([CH2:18][CH2:19][C:20]2[CH:25]=[CH:24][CH:23]=[CH:22][CH:21]=2)[C:5]([C:9]2[CH:14]=[CH:13][CH:12]=[C:11]([F:15])[C:10]=2[OH:16])=[N:6][C:7]=1[CH3:8]. The yield is 0.350. (9) The reactants are F[B-](F)(F)F.[Br:6][C:7]1[CH:12]=[C:11]([CH2:13][CH3:14])[C:10]([N+]#N)=[C:9]([CH2:17][CH3:18])[CH:8]=1.[CH3:19][OH:20]. The catalyst is [Cl-].[Zn+2].[Cl-]. The product is [Br:6][C:7]1[CH:12]=[C:11]([CH2:13][CH3:14])[C:10]([O:20][CH3:19])=[C:9]([CH2:17][CH3:18])[CH:8]=1. The yield is 0.940.